This data is from Forward reaction prediction with 1.9M reactions from USPTO patents (1976-2016). The task is: Predict the product of the given reaction. (1) The product is: [ClH:28].[CH:3]([C:6]1[CH:11]=[CH:10][C:9]([CH:12]2[C:16]3[C:17]([CH3:24])=[C:18]([O:23][CH2:29][C:30]4[CH:39]=[CH:38][C:37]5[C:32](=[CH:33][CH:34]=[CH:35][CH:36]=5)[N:31]=4)[C:19]([CH3:22])=[C:20]([CH3:21])[C:15]=3[O:14][C:13]2([CH3:26])[CH3:25])=[CH:8][CH:7]=1)([CH3:5])[CH3:4]. Given the reactants [H-].[Na+].[CH:3]([C:6]1[CH:11]=[CH:10][C:9]([CH:12]2[C:16]3[C:17]([CH3:24])=[C:18]([OH:23])[C:19]([CH3:22])=[C:20]([CH3:21])[C:15]=3[O:14][C:13]2([CH3:26])[CH3:25])=[CH:8][CH:7]=1)([CH3:5])[CH3:4].Cl.[Cl:28][CH2:29][C:30]1[CH:39]=[CH:38][C:37]2[C:32](=[CH:33][CH:34]=[CH:35][CH:36]=2)[N:31]=1.O, predict the reaction product. (2) The product is: [Cl:1][C:2]1[CH:3]=[C:4]([CH:8]=[CH:9][N:10]=1)[C:5]([O:7][CH2:16][CH3:17])=[O:6]. Given the reactants [Cl:1][C:2]1[CH:3]=[C:4]([CH:8]=[CH:9][N:10]=1)[C:5]([OH:7])=[O:6].C(N1C=CN=C1)(N1[CH:17]=[CH:16]N=C1)=O.C(O)C, predict the reaction product. (3) Given the reactants [Cl:1][C:2]1[C:10]2[C:6](=[C:7]([C:16]3[CH:21]=[CH:20][C:19]([O:22]C)=[CH:18][CH:17]=3)[N:8]([CH2:11][CH2:12][CH2:13][CH2:14][CH3:15])[N:9]=2)[CH:5]=[CH:4][CH:3]=1.B(Br)(Br)Br.C1CCCCC=1, predict the reaction product. The product is: [Cl:1][C:2]1[C:10]2[C:6](=[C:7]([C:16]3[CH:17]=[CH:18][C:19]([OH:22])=[CH:20][CH:21]=3)[N:8]([CH2:11][CH2:12][CH2:13][CH2:14][CH3:15])[N:9]=2)[CH:5]=[CH:4][CH:3]=1.